Dataset: Full USPTO retrosynthesis dataset with 1.9M reactions from patents (1976-2016). Task: Predict the reactants needed to synthesize the given product. (1) Given the product [OH:25][NH:24][C:13](=[O:15])/[CH:12]=[CH:11]/[C:2]1[CH:3]=[CH:4][C:5]2[C:10](=[CH:9][CH:8]=[CH:7][CH:6]=2)[N:1]=1, predict the reactants needed to synthesize it. The reactants are: [N:1]1[C:10]2[C:5](=[CH:6][CH:7]=[CH:8][CH:9]=2)[CH:4]=[CH:3][C:2]=1/[CH:11]=[CH:12]/[C:13]([OH:15])=O.C(N(CC)CC)C.Cl.[NH2:24][OH:25].Cl. (2) Given the product [ClH:23].[ClH:23].[NH:20]1[CH2:25][CH2:26][CH2:27][N:28]=[C:19]1[C:18]1[CH:17]=[CH:16][C:15]([N:1]2[CH2:2][CH2:3][N:4]([C:7]3[CH:8]=[CH:9][C:10]([C:11]4[NH:1][CH2:15][CH2:16][CH2:17][N:12]=4)=[CH:13][CH:14]=3)[CH2:5][CH2:6]2)=[CH:22][CH:21]=1, predict the reactants needed to synthesize it. The reactants are: [N:1]1([C:15]2[CH:22]=[CH:21][C:18]([C:19]#[N:20])=[CH:17][CH:16]=2)[CH2:6][CH2:5][N:4]([C:7]2[CH:14]=[CH:13][C:10]([C:11]#[N:12])=[CH:9][CH:8]=2)[CH2:3][CH2:2]1.[ClH:23].N[CH2:25][CH2:26][CH2:27][NH2:28]. (3) Given the product [Cl:5][CH2:12][C:11]1[S:10][C:9]([C:14]2[CH:19]=[CH:18][C:17]([C:20]([F:23])([F:22])[F:21])=[CH:16][CH:15]=2)=[N:8][C:7]=1[CH3:6], predict the reactants needed to synthesize it. The reactants are: CS([Cl:5])(=O)=O.[CH3:6][C:7]1[N:8]=[C:9]([C:14]2[CH:19]=[CH:18][C:17]([C:20]([F:23])([F:22])[F:21])=[CH:16][CH:15]=2)[S:10][C:11]=1[CH2:12]O.C(N(CC)CC)C. (4) Given the product [CH:36]1([C:33]2[CH:32]=[CH:31][C:30]([CH:15]3[CH:16]([C:17](=[O:29])[C:18]4[CH:23]=[CH:22][C:21]([O:24][C:25]([F:27])([F:26])[F:28])=[CH:20][CH:19]=4)[CH:14]3[C:11]3[CH:10]=[CH:9][C:8]([C:7]([NH:6][CH2:5][CH2:4][C:3]([OH:43])=[O:2])=[O:42])=[CH:13][CH:12]=3)=[CH:35][CH:34]=2)[CH2:41][CH2:40][CH2:39][CH2:38][CH2:37]1, predict the reactants needed to synthesize it. The reactants are: C[O:2][C:3](=[O:43])[CH2:4][CH2:5][NH:6][C:7](=[O:42])[C:8]1[CH:13]=[CH:12][C:11]([CH:14]2[CH:16]([C:17](=[O:29])[C:18]3[CH:23]=[CH:22][C:21]([O:24][C:25]([F:28])([F:27])[F:26])=[CH:20][CH:19]=3)[CH:15]2[C:30]2[CH:35]=[CH:34][C:33]([CH:36]3[CH2:41][CH2:40][CH2:39][CH2:38][CH2:37]3)=[CH:32][CH:31]=2)=[CH:10][CH:9]=1.[OH-].[Na+]. (5) Given the product [NH2:36][C@@H:28]([CH2:29][CH2:30][C:31]1[S:32][CH:33]=[CH:34][N:35]=1)[CH2:27][O:26][C:22]1[CH:21]=[C:20]([C:4]2[CH:5]=[C:6]3[C:11](=[C:2]([NH2:1])[N:3]=2)[CH:10]=[N:9][C:8]2[CH:12]=[C:13]([O:18][CH3:19])[C:14]([O:16][CH3:17])=[CH:15][C:7]3=2)[CH:25]=[N:24][CH:23]=1, predict the reactants needed to synthesize it. The reactants are: [NH2:1][C:2]1[N:3]=[C:4]([C:20]2[CH:21]=[C:22]([O:26][CH2:27][C@@H:28]([NH:36]P(C3C=CC=CC=3)(C3C=CC=CC=3)=O)[CH2:29][CH2:30][C:31]3[S:32][CH:33]=[CH:34][N:35]=3)[CH:23]=[N:24][CH:25]=2)[CH:5]=[C:6]2[C:11]=1[CH:10]=[N:9][C:8]1[CH:12]=[C:13]([O:18][CH3:19])[C:14]([O:16][CH3:17])=[CH:15][C:7]2=1.C(=O)([O-])[O-].